Dataset: NCI-60 drug combinations with 297,098 pairs across 59 cell lines. Task: Regression. Given two drug SMILES strings and cell line genomic features, predict the synergy score measuring deviation from expected non-interaction effect. Drug 1: CN(C)N=NC1=C(NC=N1)C(=O)N. Drug 2: COC1=C2C(=CC3=C1OC=C3)C=CC(=O)O2. Cell line: RPMI-8226. Synergy scores: CSS=0.536, Synergy_ZIP=-0.476, Synergy_Bliss=-3.60, Synergy_Loewe=-9.30, Synergy_HSA=-7.41.